From a dataset of Peptide-MHC class II binding affinity with 134,281 pairs from IEDB. Regression. Given a peptide amino acid sequence and an MHC pseudo amino acid sequence, predict their binding affinity value. This is MHC class II binding data. The peptide sequence is KMIGGIGGFIKVRQYDQIHI. The MHC is DRB5_0101 with pseudo-sequence DRB5_0101. The binding affinity (normalized) is 0.415.